Task: Predict the reactants needed to synthesize the given product.. Dataset: Full USPTO retrosynthesis dataset with 1.9M reactions from patents (1976-2016) The reactants are: FC(F)(F)C([NH:5][C:6]1[CH:11]=[CH:10][CH:9]=[C:8]([C:12]2[C:20]([C:21]3[CH:26]=[CH:25][N:24]=[C:23]([NH:27][C:28]4[CH:33]=[CH:32][CH:31]=[C:30]([F:34])[CH:29]=4)[N:22]=3)=[C:15]3[CH:16]=[CH:17][CH:18]=[CH:19][N:14]3[N:13]=2)[CH:7]=1)=O.[OH-].[Li+]. Given the product [NH2:5][C:6]1[CH:7]=[C:8]([C:12]2[C:20]([C:21]3[CH:26]=[CH:25][N:24]=[C:23]([NH:27][C:28]4[CH:33]=[CH:32][CH:31]=[C:30]([F:34])[CH:29]=4)[N:22]=3)=[C:15]3[CH:16]=[CH:17][CH:18]=[CH:19][N:14]3[N:13]=2)[CH:9]=[CH:10][CH:11]=1, predict the reactants needed to synthesize it.